Regression. Given two drug SMILES strings and cell line genomic features, predict the synergy score measuring deviation from expected non-interaction effect. From a dataset of NCI-60 drug combinations with 297,098 pairs across 59 cell lines. (1) Drug 1: CCC(=C(C1=CC=CC=C1)C2=CC=C(C=C2)OCCN(C)C)C3=CC=CC=C3.C(C(=O)O)C(CC(=O)O)(C(=O)O)O. Drug 2: C1C(C(OC1N2C=NC3=C2NC=NCC3O)CO)O. Cell line: U251. Synergy scores: CSS=9.33, Synergy_ZIP=-4.64, Synergy_Bliss=-7.53, Synergy_Loewe=-8.58, Synergy_HSA=-8.09. (2) Drug 1: CC1=CC2C(CCC3(C2CCC3(C(=O)C)OC(=O)C)C)C4(C1=CC(=O)CC4)C. Drug 2: CC=C1C(=O)NC(C(=O)OC2CC(=O)NC(C(=O)NC(CSSCCC=C2)C(=O)N1)C(C)C)C(C)C. Cell line: HOP-62. Synergy scores: CSS=52.1, Synergy_ZIP=1.16, Synergy_Bliss=1.68, Synergy_Loewe=-73.8, Synergy_HSA=-2.44. (3) Drug 1: COC1=C(C=C2C(=C1)N=CN=C2NC3=CC(=C(C=C3)F)Cl)OCCCN4CCOCC4. Drug 2: N.N.Cl[Pt+2]Cl. Cell line: HS 578T. Synergy scores: CSS=8.02, Synergy_ZIP=-2.20, Synergy_Bliss=0.320, Synergy_Loewe=-6.58, Synergy_HSA=-1.27. (4) Drug 1: C#CCC(CC1=CN=C2C(=N1)C(=NC(=N2)N)N)C3=CC=C(C=C3)C(=O)NC(CCC(=O)O)C(=O)O. Drug 2: CC(C)CN1C=NC2=C1C3=CC=CC=C3N=C2N. Cell line: SF-539. Synergy scores: CSS=2.21, Synergy_ZIP=-2.45, Synergy_Bliss=-2.11, Synergy_Loewe=-2.51, Synergy_HSA=-2.41.